This data is from Peptide-MHC class II binding affinity with 134,281 pairs from IEDB. The task is: Regression. Given a peptide amino acid sequence and an MHC pseudo amino acid sequence, predict their binding affinity value. This is MHC class II binding data. (1) The peptide sequence is PVGEIYKRWIILGLN. The MHC is DRB1_1501 with pseudo-sequence DRB1_1501. The binding affinity (normalized) is 0.394. (2) The peptide sequence is EVELREHGSDEWVAM. The MHC is DRB4_0101 with pseudo-sequence DRB4_0103. The binding affinity (normalized) is 0. (3) The peptide sequence is REYPTIKQKKPDFIL. The MHC is DRB1_0901 with pseudo-sequence DRB1_0901. The binding affinity (normalized) is 0.358. (4) The peptide sequence is LIDYNKAALSKFKED. The MHC is DRB1_0101 with pseudo-sequence DRB1_0101. The binding affinity (normalized) is 0.510. (5) The peptide sequence is NYPIVQNLQGQMVHQAISPR. The MHC is HLA-DPA10201-DPB10101 with pseudo-sequence HLA-DPA10201-DPB10101. The binding affinity (normalized) is 0.264. (6) The peptide sequence is LECFVRSTPASFEKK. The MHC is DRB1_0101 with pseudo-sequence DRB1_0101. The binding affinity (normalized) is 0.833. (7) The peptide sequence is REKKLSEFGKAKGSR. The MHC is DRB1_0701 with pseudo-sequence DRB1_0701. The binding affinity (normalized) is 0.308. (8) The peptide sequence is ALSINELSNLAKGEK. The MHC is DRB5_0101 with pseudo-sequence DRB5_0101. The binding affinity (normalized) is 0.432. (9) The peptide sequence is MGNSKSKSNPSSSSE. The MHC is DRB1_0901 with pseudo-sequence DRB1_0901. The binding affinity (normalized) is 0.492.